Dataset: PAMPA (Parallel Artificial Membrane Permeability Assay) permeability data from NCATS. Task: Regression/Classification. Given a drug SMILES string, predict its absorption, distribution, metabolism, or excretion properties. Task type varies by dataset: regression for continuous measurements (e.g., permeability, clearance, half-life) or binary classification for categorical outcomes (e.g., BBB penetration, CYP inhibition). Dataset: pampa_ncats. The compound is CC1=CC=C(C=C1)S(=O)(=O)NC2=C(C=CN=C2)C(=O)NC3=NC(=CS3)C4=CN(N=C4)C. The result is 1 (high permeability).